The task is: Predict the product of the given reaction.. This data is from Forward reaction prediction with 1.9M reactions from USPTO patents (1976-2016). Given the reactants [NH2:1][C:2]1[S:3][CH:4]=[C:5]2[C:10]=1[C:9](=[O:11])[N:8]([C:12]1[CH:17]=[CH:16][C:15](Cl)=[CH:14][CH:13]=1)[N:7]=[C:6]2[C:19]([NH:21][CH:22]([CH3:24])[CH3:23])=[O:20].NC1SC=C2C=1C(=O)N(C1C=CC([Br:42])=CC=1)N=C2C(O)=O, predict the reaction product. The product is: [NH2:1][C:2]1[S:3][CH:4]=[C:5]2[C:10]=1[C:9](=[O:11])[N:8]([C:12]1[CH:17]=[CH:16][C:15]([Br:42])=[CH:14][CH:13]=1)[N:7]=[C:6]2[C:19]([NH:21][CH:22]([CH3:24])[CH3:23])=[O:20].